Task: Predict the product of the given reaction.. Dataset: Forward reaction prediction with 1.9M reactions from USPTO patents (1976-2016) Given the reactants [CH2:1]([O:8][C:9]1[CH:16]=[CH:15][C:12]([CH2:13]O)=[C:11]([F:17])[CH:10]=1)[C:2]1[CH:7]=[CH:6][CH:5]=[CH:4][CH:3]=1.N1C=CC=CC=1.P(Br)(Br)[Br:25], predict the reaction product. The product is: [CH2:1]([O:8][C:9]1[CH:16]=[CH:15][C:12]([CH2:13][Br:25])=[C:11]([F:17])[CH:10]=1)[C:2]1[CH:7]=[CH:6][CH:5]=[CH:4][CH:3]=1.